Dataset: Forward reaction prediction with 1.9M reactions from USPTO patents (1976-2016). Task: Predict the product of the given reaction. (1) Given the reactants [CH2:1]([OH:8])[C:2]1[CH:7]=[CH:6][CH:5]=[CH:4][CH:3]=1.[H-].[Na+].[F:11][C:12]1[CH:34]=[CH:33][C:15]([CH2:16][NH:17][C:18]([C:20]2[S:24][C:23]([C:25]3[CH:30]=[N:29][CH:28]=[C:27](I)[N:26]=3)=[N:22][C:21]=2[CH3:32])=[O:19])=[CH:14][CH:13]=1.C(N(C(C)C)CC)(C)C, predict the reaction product. The product is: [F:11][C:12]1[CH:34]=[CH:33][C:15]([CH2:16][NH:17][C:18]([C:20]2[S:24][C:23]([C:25]3[CH:30]=[N:29][CH:28]=[C:27]([O:8][CH2:1][C:2]4[CH:7]=[CH:6][CH:5]=[CH:4][CH:3]=4)[N:26]=3)=[N:22][C:21]=2[CH3:32])=[O:19])=[CH:14][CH:13]=1. (2) Given the reactants [NH2:1][C:2]1[N:7]=[C:6]([N:8]2[CH2:20][CH2:19][C:11]3([CH2:15][NH:14][C@H:13]([C:16]([OH:18])=[O:17])[CH2:12]3)[CH2:10][CH2:9]2)[CH:5]=[C:4](O[C@H](C2C=CC(Cl)=CC=2N2C=CC(C)=N2)C(F)(F)F)[N:3]=1.[C:40]([C:44]1[CH:48]=[CH:47][N:46]([C:49]2[CH:54]=[C:53]([Cl:55])[CH:52]=[CH:51][C:50]=2[C@@H:56]([OH:61])[C:57]([F:60])([F:59])[F:58])[N:45]=1)([CH3:43])([CH3:42])[CH3:41], predict the reaction product. The product is: [NH2:1][C:2]1[N:7]=[C:6]([N:8]2[CH2:20][CH2:19][C:11]3([CH2:15][NH:14][C@H:13]([C:16]([OH:18])=[O:17])[CH2:12]3)[CH2:10][CH2:9]2)[CH:5]=[C:4]([O:61][C@H:56]([C:50]2[CH:51]=[CH:52][C:53]([Cl:55])=[CH:54][C:49]=2[N:46]2[CH:47]=[CH:48][C:44]([C:40]([CH3:43])([CH3:41])[CH3:42])=[N:45]2)[C:57]([F:59])([F:60])[F:58])[N:3]=1. (3) Given the reactants [C:1]([O:5][C:6]([NH:8][C:9]1([C:15]([O-:17])=O)[CH2:14][CH2:13][CH2:12][CH2:11][CH2:10]1)=[O:7])([CH3:4])([CH3:3])[CH3:2].[NH:18]1[CH2:22][CH2:21][CH2:20][CH2:19]1.Cl.C(N=C=NCCCN(C)C)C.ON1C2C=CC=CC=2N=N1, predict the reaction product. The product is: [N:18]1([C:15]([C:9]2([NH:8][C:6](=[O:7])[O:5][C:1]([CH3:2])([CH3:3])[CH3:4])[CH2:10][CH2:11][CH2:12][CH2:13][CH2:14]2)=[O:17])[CH2:22][CH2:21][CH2:20][CH2:19]1. (4) The product is: [CH3:1][N:2]([CH3:3])[C:9]1[N:8]=[C:7]([CH2:6][OH:17])[CH:12]=[CH:11][N:10]=1. Given the reactants [CH3:1][NH:2][CH3:3].CO[CH:6]([O:17]C)[C:7]1[CH:12]=[CH:11][N:10]=[C:9](S(C)(=O)=O)[N:8]=1.[BH4-].[Na+], predict the reaction product. (5) Given the reactants NCC1CCCC(CN)C1.NC1C=CC=C(N)N=1.NC1C=NC=CC=1N.NC1N=C(N)C=CN=1.[NH2:35][C:36]1[CH:37]=[CH:38][C:39]2[C:48]([CH:49]=1)=N[C:46]1[C:41](=[CH:42][CH:43]=[C:44]([NH2:50])[CH:45]=1)[CH:40]=2.NC1C=CC2NC3C(C=2C=1)=CC(N)=CC=3, predict the reaction product. The product is: [CH2:40]([CH:39]1[CH2:38][CH2:37][CH:36]([NH2:35])[CH2:49][CH2:48]1)[CH:41]1[CH2:42][CH2:43][CH:44]([NH2:50])[CH2:45][CH2:46]1. (6) Given the reactants [CH3:1][O:2][C:3]1[CH:4]=[C:5]([CH:9]=[CH:10][C:11]=1[O:12][CH3:13])[C:6]([NH2:8])=[NH:7].[Cl:14][C:15]1[CH:26]=[C:25]([Cl:27])[CH:24]=[CH:23][C:16]=1[CH:17]=[C:18]([C:21]#[N:22])[C:19]#[N:20], predict the reaction product. The product is: [NH2:22][CH2:21][C:18]1[C:19]([NH2:20])=[N:7][C:6]([C:5]2[CH:9]=[CH:10][C:11]([O:12][CH3:13])=[C:3]([O:2][CH3:1])[CH:4]=2)=[N:8][C:17]=1[C:16]1[CH:23]=[CH:24][C:25]([Cl:27])=[CH:26][C:15]=1[Cl:14]. (7) Given the reactants S(Cl)([Cl:3])=O.[Cl:5][C:6]1[CH:11]=[CH:10][C:9]([C:12]2[CH:13]=[CH:14][C:15]([C:18]#[C:19][C:20]3[CH:25]=[CH:24][C:23](/[CH:26]=[CH:27]/[CH2:28]O)=[CH:22][CH:21]=3)=[N:16][CH:17]=2)=[CH:8][CH:7]=1.C(=O)(O)[O-].[Na+], predict the reaction product. The product is: [Cl:5][C:6]1[CH:11]=[CH:10][C:9]([C:12]2[CH:13]=[CH:14][C:15]([C:18]#[C:19][C:20]3[CH:25]=[CH:24][C:23](/[CH:26]=[CH:27]/[CH2:28][Cl:3])=[CH:22][CH:21]=3)=[N:16][CH:17]=2)=[CH:8][CH:7]=1. (8) Given the reactants [CH3:1][C:2]1[N:3]=[C:4]2[C:9](=[CH:10][CH:11]=1)[N:8]=[CH:7][CH:6]=[C:5]2O.O=P(Cl)(Cl)[Cl:15], predict the reaction product. The product is: [Cl:15][C:5]1[CH:6]=[CH:7][N:8]=[C:9]2[C:4]=1[N:3]=[C:2]([CH3:1])[CH:11]=[CH:10]2. (9) The product is: [C:8]([NH:9][C:28](=[O:29])[CH:27]([O:26][CH2:24][CH3:25])[CH2:31][C:32]1[CH:37]=[CH:36][C:35]([O:38][CH2:39][CH2:40][C:41]2[CH:46]=[CH:45][C:44]([O:47][S:48]([CH3:51])(=[O:50])=[O:49])=[CH:43][CH:42]=2)=[CH:34][CH:33]=1)#[N:7]. Given the reactants C1CCC([N:7]=[C:8]=[N:9]C2CCCCC2)CC1.ON1C(=O)CCC1=O.[CH2:24]([O:26][CH:27]([CH2:31][C:32]1[CH:37]=[CH:36][C:35]([O:38][CH2:39][CH2:40][C:41]2[CH:46]=[CH:45][C:44]([O:47][S:48]([CH3:51])(=[O:50])=[O:49])=[CH:43][CH:42]=2)=[CH:34][CH:33]=1)[C:28](O)=[O:29])[CH3:25].C(N(C(C)C)CC)(C)C.N#CN, predict the reaction product. (10) Given the reactants [N:1]1([CH2:7][CH2:8][CH2:9][O:10][C:11]2[CH:21]=[CH:20][C:14]3[CH2:15][CH2:16][NH:17][CH2:18][CH2:19][C:13]=3[CH:12]=2)[CH2:6][CH2:5][CH2:4][CH2:3][CH2:2]1.[CH:22]1([CH:28]=O)[CH2:27][CH2:26][CH2:25][CH2:24][CH2:23]1, predict the reaction product. The product is: [CH:22]1([CH2:28][N:17]2[CH2:18][CH2:19][C:13]3[CH:12]=[C:11]([O:10][CH2:9][CH2:8][CH2:7][N:1]4[CH2:2][CH2:3][CH2:4][CH2:5][CH2:6]4)[CH:21]=[CH:20][C:14]=3[CH2:15][CH2:16]2)[CH2:27][CH2:26][CH2:25][CH2:24][CH2:23]1.